This data is from Reaction yield outcomes from USPTO patents with 853,638 reactions. The task is: Predict the reaction yield, written as a fraction of the theoretical maximum amount of product (1.0 means a 100% yield; for example, 0.34 means a 34% yield). (1) The reactants are [NH2:1][C:2]1[CH:7]=[C:6]([Cl:8])[CH:5]=[CH:4][C:3]=1[SH:9].Br[CH2:11][C:12]1[CH:17]=[CH:16][C:15]([N+:18]([O-:20])=[O:19])=[CH:14][CH:13]=1.C([O-])([O-])=O.[K+].[K+]. The catalyst is CN(C=O)C. The product is [Cl:8][C:6]1[CH:5]=[CH:4][C:3]([S:9][CH2:11][C:12]2[CH:17]=[CH:16][C:15]([N+:18]([O-:20])=[O:19])=[CH:14][CH:13]=2)=[C:2]([CH:7]=1)[NH2:1]. The yield is 0.920. (2) The reactants are [CH3:1][S:2][C:3]1[N:8]=[CH:7][N:6]=[C:5]([O:9][C:10]2[CH:15]=[CH:14][C:13]([NH2:16])=[CH:12][CH:11]=2)[CH:4]=1.[Cl:17][C:18]1[CH:23]=[CH:22][C:21]([N:24]=[C:25]=[O:26])=[CH:20][C:19]=1[C:27]([F:30])([F:29])[F:28]. The catalyst is C1COCC1. The product is [Cl:17][C:18]1[CH:23]=[CH:22][C:21]([NH:24][C:25]([NH:16][C:13]2[CH:14]=[CH:15][C:10]([O:9][C:5]3[CH:4]=[C:3]([S:2][CH3:1])[N:8]=[CH:7][N:6]=3)=[CH:11][CH:12]=2)=[O:26])=[CH:20][C:19]=1[C:27]([F:28])([F:29])[F:30]. The yield is 0.700. (3) The reactants are [N+:1]([C:4]1[CH:10]=[CH:9][C:7]([NH2:8])=[CH:6][CH:5]=1)([O-:3])=[O:2].O1CCCC1.[CH2:16]([CH2:22]Cl)[CH2:17][O:18][C:19](Cl)=[O:20].CC(C)([O-])C.[K+]. The catalyst is CN(C)C1C=CN=CC=1. The product is [N+:1]([C:4]1[CH:10]=[CH:9][C:7]([N:8]2[CH2:22][CH2:16][CH2:17][O:18][C:19]2=[O:20])=[CH:6][CH:5]=1)([O-:3])=[O:2]. The yield is 0.323. (4) The reactants are CO.Cl.[CH3:4][O:5][C:6]1[CH:11]=[CH:10][C:9]([NH:12][NH2:13])=[CH:8][CH:7]=1.[F:14][C:15]([F:27])([F:26])[C:16](=O)[CH2:17][C:18]([C:20]1[O:21][CH:22]=[CH:23][CH:24]=1)=O.FC(F)(F)C(O)=O. The yield is 0.960. The catalyst is C(O)(C)C.O. The product is [O:21]1[CH:22]=[CH:23][CH:24]=[C:20]1[C:18]1[N:12]([C:9]2[CH:10]=[CH:11][C:6]([O:5][CH3:4])=[CH:7][CH:8]=2)[N:13]=[C:16]([C:15]([F:14])([F:26])[F:27])[CH:17]=1. (5) The reactants are [CH:1]([N-:4]C(C)C)(C)C.[Li+].[C:9]1(=[O:15])[CH2:14][CH2:13][CH2:12][CH2:11][CH2:10]1.[NH4+].[Cl-].[CH3:18][CH2:19][CH2:20][CH2:21]CC.[CH2:24]1[CH2:28][O:27][CH2:26][CH2:25]1. No catalyst specified. The product is [C:1]([CH:10]1[CH2:11][CH2:12][CH2:13][CH2:14][C:9]1([CH2:18][C:19]1[CH:25]=[CH:24][C:28]([O:27][CH3:26])=[CH:21][CH:20]=1)[OH:15])#[N:4]. The yield is 0.807. (6) The reactants are [NH2:1][CH2:2][CH2:3][CH2:4][CH2:5][CH2:6][C:7]([NH:9][C:10]1[CH:11]=[C:12]2[C:17](=[CH:18][CH:19]=1)[N:16]=[CH:15][CH:14]=[CH:13]2)=[O:8].[S:20](N)([NH2:23])(=[O:22])=[O:21].Cl.C(=O)(O)[O-]. The catalyst is CCN(CC)CC.C1(C)C=CC=CC=1. The product is [N:16]1[C:17]2[C:12](=[CH:11][C:10]([NH:9][C:7](=[O:8])[CH2:6][CH2:5][CH2:4][CH2:3][CH2:2][NH:1][S:20](=[O:22])(=[O:21])[NH2:23])=[CH:19][CH:18]=2)[CH:13]=[CH:14][CH:15]=1. The yield is 0.0300. (7) The reactants are [O:1]=[C:2]1[C@H:8]([CH2:9][C:10]([O:12]C)=[O:11])[CH2:7][C:6]2[CH:14]=[CH:15][C:16]([O:18][CH2:19][CH2:20][CH2:21][NH:22][C:23]3[CH:28]=[CH:27][CH:26]=[CH:25][N:24]=3)=[CH:17][C:5]=2[CH2:4][N:3]1[CH2:29][C:30]([F:33])([F:32])[F:31].[OH-].[Na+].Cl. The catalyst is O1CCOCC1. The product is [O:1]=[C:2]1[C@H:8]([CH2:9][C:10]([OH:12])=[O:11])[CH2:7][C:6]2[CH:14]=[CH:15][C:16]([O:18][CH2:19][CH2:20][CH2:21][NH:22][C:23]3[CH:28]=[CH:27][CH:26]=[CH:25][N:24]=3)=[CH:17][C:5]=2[CH2:4][N:3]1[CH2:29][C:30]([F:33])([F:31])[F:32]. The yield is 0.860. (8) The reactants are [CH:1]1[CH:6]=[C:5]([CH2:7][C@H:8]([NH2:12])[C:9](O)=[O:10])[C:4]([N+:13]([O-:15])=O)=[CH:3][CH:2]=1. The catalyst is CO.O.Cl.[Pt]. The product is [NH2:12][C@H:8]1[CH2:7][C:5]2[C:4](=[CH:3][CH:2]=[CH:1][CH:6]=2)[N:13]([OH:15])[C:9]1=[O:10]. The yield is 0.580.